Regression/Classification. Given a drug SMILES string, predict its absorption, distribution, metabolism, or excretion properties. Task type varies by dataset: regression for continuous measurements (e.g., permeability, clearance, half-life) or binary classification for categorical outcomes (e.g., BBB penetration, CYP inhibition). Dataset: cyp2c19_veith. From a dataset of CYP2C19 inhibition data for predicting drug metabolism from PubChem BioAssay. (1) The compound is COc1ccc(NC(=O)N2CC3(CCN(S(C)(=O)=O)CC3)C2)cc1. The result is 0 (non-inhibitor). (2) The compound is CC(C)(C)[Si](C)(C)c1c2c(nc3ccc(OCc4ccccc4)cc13)-c1cccc(=O)n1C2. The result is 0 (non-inhibitor).